The task is: Predict the reactants needed to synthesize the given product.. This data is from Full USPTO retrosynthesis dataset with 1.9M reactions from patents (1976-2016). Given the product [O:27]=[C:18]1[C:19]2[C:24](=[CH:23][CH:22]=[CH:21][CH:20]=2)[C:25](=[O:26])[N:17]1[CH2:16][CH2:15][O:1][C:2]1[C:3]([CH3:11])=[CH:4][C:5]([CH:6]=[O:7])=[CH:8][C:9]=1[CH3:10], predict the reactants needed to synthesize it. The reactants are: [OH:1][C:2]1[C:9]([CH3:10])=[CH:8][C:5]([CH:6]=[O:7])=[CH:4][C:3]=1[CH3:11].[H-].[Na+].Br[CH2:15][CH2:16][N:17]1[C:25](=[O:26])[C:24]2[C:19](=[CH:20][CH:21]=[CH:22][CH:23]=2)[C:18]1=[O:27].C(O)(=O)C.